Task: Predict the reactants needed to synthesize the given product.. Dataset: Retrosynthesis with 50K atom-mapped reactions and 10 reaction types from USPTO (1) The reactants are: C#CCN.O=S(=O)(Cl)c1cccc(Cl)c1. Given the product C#CCNS(=O)(=O)c1cccc(Cl)c1, predict the reactants needed to synthesize it. (2) Given the product COC(=O)c1cccc(N)c1OCc1ccccc1, predict the reactants needed to synthesize it. The reactants are: COC(=O)c1cccc([N+](=O)[O-])c1OCc1ccccc1. (3) Given the product COc1ccc(C=O)cc1OC1CCCC1, predict the reactants needed to synthesize it. The reactants are: BrC1CCCC1.COc1ccc(C=O)cc1O.